This data is from Forward reaction prediction with 1.9M reactions from USPTO patents (1976-2016). The task is: Predict the product of the given reaction. (1) Given the reactants [CH3:1][N:2]([CH2:4][C:5]1[CH:6]=[CH:7][C:8]2[O:12][CH:11]=[C:10]([CH2:13][C:14]([NH2:16])=[O:15])[C:9]=2[CH:17]=1)[CH3:3].C[O:19][C:20](=O)[C:21]([C:23]1[C:31]2[C:26](=[CH:27][CH:28]=[CH:29][CH:30]=2)[NH:25][CH:24]=1)=O.CC([O-])(C)C.[K+], predict the reaction product. The product is: [CH3:1][N:2]([CH2:4][C:5]1[CH:6]=[CH:7][C:8]2[O:12][CH:11]=[C:10]([C:13]3[C:14](=[O:15])[NH:16][C:20](=[O:19])[C:21]=3[C:23]3[C:31]4[C:26](=[CH:27][CH:28]=[CH:29][CH:30]=4)[NH:25][CH:24]=3)[C:9]=2[CH:17]=1)[CH3:3]. (2) Given the reactants [OH:1][C:2]1[CH:3]=[C:4]2[C:8](=[CH:9][CH:10]=1)[CH2:7][C@H:6]([NH:11][S:12]([CH:15]([CH3:17])[CH3:16])(=[O:14])=[O:13])[CH2:5]2.[H-].[Na+].Br[CH2:21][C:22]1[CH:29]=[CH:28][CH:27]=[CH:26][C:23]=1[C:24]#[N:25], predict the reaction product. The product is: [C:24]([C:23]1[CH:26]=[CH:27][CH:28]=[CH:29][C:22]=1[CH2:21][O:1][C:2]1[CH:3]=[C:4]2[C:8](=[CH:9][CH:10]=1)[CH2:7][C@H:6]([NH:11][S:12]([CH:15]([CH3:17])[CH3:16])(=[O:14])=[O:13])[CH2:5]2)#[N:25]. (3) Given the reactants Br[CH2:2][CH2:3][CH2:4][N:5]1[C:9]2[CH:10]=[CH:11][CH:12]=[CH:13][C:8]=2[N:7]([C:14]2[C:19]([F:20])=[CH:18][CH:17]=[CH:16][C:15]=2[F:21])[S:6]1(=[O:23])=[O:22].[CH:24]1([NH2:28])[CH2:27][CH2:26][CH2:25]1.[ClH:29], predict the reaction product. The product is: [ClH:29].[F:21][C:15]1[CH:16]=[CH:17][CH:18]=[C:19]([F:20])[C:14]=1[N:7]1[C:8]2[CH:13]=[CH:12][CH:11]=[CH:10][C:9]=2[N:5]([CH2:4][CH2:3][CH2:2][NH:28][CH:24]2[CH2:27][CH2:26][CH2:25]2)[S:6]1(=[O:23])=[O:22]. (4) Given the reactants Cl.[NH2:2][C@H:3]1[CH2:10][CH2:9][CH2:8][NH:7][C:5](=[O:6])[CH2:4]1.C([O-])([O-])=O.[Na+].[Na+].[CH2:17]([S:29](Cl)(=[O:31])=[O:30])[CH2:18][CH2:19][CH2:20][CH2:21][CH2:22][CH2:23][CH2:24][CH2:25][CH2:26][CH2:27][CH3:28], predict the reaction product. The product is: [CH2:17]([S:29]([NH:2][C@H:3]1[CH2:10][CH2:9][CH2:8][NH:7][C:5](=[O:6])[CH2:4]1)(=[O:31])=[O:30])[CH2:18][CH2:19][CH2:20][CH2:21][CH2:22][CH2:23][CH2:24][CH2:25][CH2:26][CH2:27][CH3:28]. (5) Given the reactants COC([N:5]1[C:13]2[C:8](=[C:9]([CH2:15][C:16]([O:18][CH2:19][CH3:20])=[O:17])[C:10]([Cl:14])=[CH:11][CH:12]=2)[CH:7]=[C:6]1[CH:21]=O)=O.[CH3:23][NH:24][CH3:25].C([BH3-])#N.[Na+].C(O)(=O)C.C([O-])(O)=O.[Na+], predict the reaction product. The product is: [CH2:19]([O:18][C:16](=[O:17])[CH2:15][C:9]1[C:10]([Cl:14])=[CH:11][CH:12]=[C:13]2[C:8]=1[CH:7]=[C:6]([CH2:21][N:24]([CH3:25])[CH3:23])[NH:5]2)[CH3:20]. (6) Given the reactants [Li+].CC([N-]C(C)C)C.[CH:9]1([N:13]([C:23]([C@H:25]2[CH2:30][CH2:29][C@H:28]([CH3:31])[CH2:27][CH2:26]2)=[O:24])[C:14]2[CH:18]=[CH:17][S:16][C:15]=2[C:19]([O:21][CH3:22])=[O:20])[CH2:12][CH2:11][CH2:10]1.[I:32]I, predict the reaction product. The product is: [CH:9]1([N:13]([C:23]([C@H:25]2[CH2:26][CH2:27][C@H:28]([CH3:31])[CH2:29][CH2:30]2)=[O:24])[C:14]2[CH:18]=[C:17]([I:32])[S:16][C:15]=2[C:19]([O:21][CH3:22])=[O:20])[CH2:12][CH2:11][CH2:10]1. (7) The product is: [CH:55]1([N:62]2[CH2:63][CH2:64][N:65]([C:68]([O:17][CH:11]3[C:12]([CH3:15])([OH:16])[CH2:13][CH2:14][CH:2]([OH:1])[CH2:3][C:4]([O:6][CH:7](/[C:19](/[CH3:36])=[CH:20]/[CH:21]=[CH:22]/[C:23]([CH3:34])([OH:35])[CH2:24][CH:25]4[O:33][CH:26]4[CH:27]([CH3:32])[CH:28]([OH:31])[CH2:29][CH3:30])[CH:8]([CH3:18])[CH:9]=[CH:10]3)=[O:5])=[O:69])[CH2:66][CH2:67]2)[CH2:61][CH2:60][CH2:59][CH2:58][CH2:57][CH2:56]1. Given the reactants [OH:1][CH:2]1[CH2:14][CH2:13][C:12]([OH:16])([CH3:15])[CH:11]([OH:17])[CH:10]=[CH:9][CH:8]([CH3:18])[CH:7](/[C:19](/[CH3:36])=[CH:20]/[CH:21]=[CH:22]/[C:23]([OH:35])([CH3:34])[CH2:24][CH:25]2[O:33][CH:26]2[CH:27]([CH3:32])[CH:28]([OH:31])[CH2:29][CH3:30])[O:6][C:4](=[O:5])[CH2:3]1.C([Sn](=O)CCCCCCCC)CCCCCCC.[CH:55]1([N:62]2[CH2:67][CH2:66][N:65]([C:68](Cl)=[O:69])[CH2:64][CH2:63]2)[CH2:61][CH2:60][CH2:59][CH2:58][CH2:57][CH2:56]1, predict the reaction product.